Dataset: Forward reaction prediction with 1.9M reactions from USPTO patents (1976-2016). Task: Predict the product of the given reaction. (1) Given the reactants [Cl:1][C:2]1[CH:7]=[CH:6][C:5]([C:8]2[N:9]=[C:10]3[CH:15]=[CH:14][C:13]([C:16]4[CH:21]=[CH:20][CH:19]=[CH:18][CH:17]=4)=[CH:12][N:11]3[C:22]=2[CH2:23][N:24]2[CH2:29][CH2:28][N:27](C(OC(C)(C)C)=O)[CH2:26][CH2:25]2)=[CH:4][CH:3]=1.FC(F)(F)C(O)=O, predict the reaction product. The product is: [Cl:1][C:2]1[CH:3]=[CH:4][C:5]([C:8]2[N:9]=[C:10]3[CH:15]=[CH:14][C:13]([C:16]4[CH:17]=[CH:18][CH:19]=[CH:20][CH:21]=4)=[CH:12][N:11]3[C:22]=2[CH2:23][N:24]2[CH2:29][CH2:28][NH:27][CH2:26][CH2:25]2)=[CH:6][CH:7]=1. (2) Given the reactants [ClH:1].C(OC(=O)[NH:8][O:9][CH2:10][C:11]1[S:12][C:13]2[C:22]3[CH:21]=[CH:20][CH:19]=[CH:18][C:17]=3[N:16]=[C:15]([NH2:23])[C:14]=2[N:24]=1)(C)(C)C, predict the reaction product. The product is: [ClH:1].[ClH:1].[ClH:1].[NH2:8][O:9][CH2:10][C:11]1[S:12][C:13]2[C:22]3[CH:21]=[CH:20][CH:19]=[CH:18][C:17]=3[N:16]=[C:15]([NH2:23])[C:14]=2[N:24]=1.